Dataset: Full USPTO retrosynthesis dataset with 1.9M reactions from patents (1976-2016). Task: Predict the reactants needed to synthesize the given product. Given the product [ClH:35].[C:9]([NH:11][C:12](=[O:36])[CH2:13][C:14]1[CH:18]=[C:17]([C:19](=[O:28])[C:20]2[CH:21]=[CH:22][C:23]([O:26][CH3:27])=[CH:24][CH:25]=2)[S:16][C:15]=1[C:29]1[CH:30]=[CH:31][C:32]([Cl:35])=[CH:33][CH:34]=1)(=[NH:8])[NH2:10], predict the reactants needed to synthesize it. The reactants are: C(OC([NH:8][C:9]([NH:11][C:12](=[O:36])[CH2:13][C:14]1[CH:18]=[C:17]([C:19](=[O:28])[C:20]2[CH:25]=[CH:24][C:23]([O:26][CH3:27])=[CH:22][CH:21]=2)[S:16][C:15]=1[C:29]1[CH:34]=[CH:33][C:32]([Cl:35])=[CH:31][CH:30]=1)=[NH:10])=O)(C)(C)C.FC(F)(F)C(O)=O.Cl.